From a dataset of Full USPTO retrosynthesis dataset with 1.9M reactions from patents (1976-2016). Predict the reactants needed to synthesize the given product. The reactants are: [CH2:1]([O:3][C:4](=[O:29])[CH:5]([NH:25][C:26](=[O:28])[CH3:27])[CH2:6][C:7]1[O:11][N:10]=[C:9]([CH:12]([NH:17]C(OC(C)(C)C)=O)[CH2:13][CH:14]([CH3:16])[CH3:15])[CH:8]=1)[CH3:2].[ClH:30]. Given the product [ClH:30].[CH2:1]([O:3][C:4](=[O:29])[CH:5]([NH:25][C:26](=[O:28])[CH3:27])[CH2:6][C:7]1[O:11][N:10]=[C:9]([CH:12]([NH2:17])[CH2:13][CH:14]([CH3:15])[CH3:16])[CH:8]=1)[CH3:2], predict the reactants needed to synthesize it.